From a dataset of Full USPTO retrosynthesis dataset with 1.9M reactions from patents (1976-2016). Predict the reactants needed to synthesize the given product. (1) Given the product [Cl:14][C:10]1[C:9]2[C:4](=[CH:5][C:6]([F:16])=[CH:7][C:8]=2[F:15])[N:3]=[C:2]([N:17]2[CH2:22][CH2:21][CH2:20][CH2:19][C:18]2=[O:23])[C:11]=1[CH2:12][CH3:13], predict the reactants needed to synthesize it. The reactants are: Cl[C:2]1[C:11]([CH2:12][CH3:13])=[C:10]([Cl:14])[C:9]2[C:4](=[CH:5][C:6]([F:16])=[CH:7][C:8]=2[F:15])[N:3]=1.[NH:17]1[CH2:22][CH2:21][CH2:20][CH2:19][C:18]1=[O:23]. (2) Given the product [CH:1]1([NH:7][C:8]2[N:13]=[CH:12][N:11]=[C:10]([C:14]([NH:17][C:18]3[C:27]4[C:22](=[CH:23][CH:24]=[CH:25][CH:26]=4)[N:21]=[CH:20][CH:19]=3)=[O:16])[CH:9]=2)[CH2:2][CH2:3][CH2:4][CH2:5][CH2:6]1, predict the reactants needed to synthesize it. The reactants are: [CH:1]1([NH:7][C:8]2[N:13]=[CH:12][N:11]=[C:10]([C:14]([OH:16])=O)[CH:9]=2)[CH2:6][CH2:5][CH2:4][CH2:3][CH2:2]1.[NH2:17][C:18]1[C:27]2[C:22](=[CH:23][CH:24]=[CH:25][CH:26]=2)[N:21]=[CH:20][CH:19]=1. (3) The reactants are: [CH:1]([C:3]1[C:8]([CH3:9])=[CH:7][C:6]([NH:10][C:11]([CH2:13][CH2:14][N:15]2[CH2:20][CH2:19][CH:18]([O:21][C:22](=[O:36])[NH:23][C:24]3[CH:29]=[CH:28][CH:27]=[CH:26][C:25]=3[C:30]3[CH:35]=[CH:34][CH:33]=[CH:32][CH:31]=3)[CH2:17][CH2:16]2)=[O:12])=[C:5]([CH3:37])[CH:4]=1)=O.C(O)(=O)C.[NH2:42][CH2:43][C@@H:44]([C:53]1[CH:54]=[CH:55][C:56]([OH:62])=[C:57]([NH:59][CH:60]=[O:61])[CH:58]=1)[O:45][Si:46]([C:49]([CH3:52])([CH3:51])[CH3:50])([CH3:48])[CH3:47].CO. Given the product [Si:46]([O:45][C@H:44]([C:53]1[CH:54]=[CH:55][C:56]([OH:62])=[C:57]([NH:59][CH:60]=[O:61])[CH:58]=1)[CH2:43][N:42]=[CH:1][C:3]1[C:8]([CH3:9])=[CH:7][C:6]([NH:10][C:11]([CH2:13][CH2:14][N:15]2[CH2:20][CH2:19][CH:18]([O:21][C:22](=[O:36])[NH:23][C:24]3[CH:29]=[CH:28][CH:27]=[CH:26][C:25]=3[C:30]3[CH:35]=[CH:34][CH:33]=[CH:32][CH:31]=3)[CH2:17][CH2:16]2)=[O:12])=[C:5]([CH3:37])[CH:4]=1)([C:49]([CH3:52])([CH3:51])[CH3:50])([CH3:48])[CH3:47], predict the reactants needed to synthesize it. (4) Given the product [CH3:1][O:2][C:3]1[CH:4]=[C:5]([CH2:13][C:14]([Cl:25])=[O:16])[CH:6]=[C:7]([O:11][CH3:12])[C:8]=1[O:9][CH3:10], predict the reactants needed to synthesize it. The reactants are: [CH3:1][O:2][C:3]1[CH:4]=[C:5]([CH2:13][C:14]([OH:16])=O)[CH:6]=[C:7]([O:11][CH3:12])[C:8]=1[O:9][CH3:10].CN(C=O)C.C(Cl)(=O)C([Cl:25])=O. (5) Given the product [CH3:1][C:2]1([CH3:14])[C:6]([CH3:7])([CH3:8])[O:5][B:4]([C:9]2[CH:13]=[N:12][N:11]([C:20]([O:19][C:16]([CH3:18])([CH3:17])[CH3:15])=[O:21])[CH:10]=2)[O:3]1, predict the reactants needed to synthesize it. The reactants are: [CH3:1][C:2]1([CH3:14])[C:6]([CH3:8])([CH3:7])[O:5][B:4]([C:9]2[CH:10]=[N:11][NH:12][CH:13]=2)[O:3]1.[CH3:15][C:16]([O:19][C:20](O[C:20]([O:19][C:16]([CH3:18])([CH3:17])[CH3:15])=[O:21])=[O:21])([CH3:18])[CH3:17].C(N(CC)CC)C.C(OCC)(=O)C. (6) Given the product [C:2]([Cl:4])(=[O:3])[CH2:1][CH2:24][CH2:23][CH2:22][CH2:21][CH2:20][CH2:19][CH2:18][CH2:17][CH2:16][CH2:15][CH2:14][CH2:13][CH2:12][CH2:11][CH2:10][CH2:9][CH2:8][CH3:7], predict the reactants needed to synthesize it. The reactants are: [C:1](Cl)(=O)[C:2]([Cl:4])=[O:3].[C:7](O)(=O)[CH2:8][CH2:9][CH2:10][CH2:11][CH2:12][CH2:13][CH2:14][CH2:15][CH2:16][CH2:17][CH2:18][CH2:19][CH2:20][CH2:21][CH2:22][CH2:23][CH2:24]CC.